From a dataset of Forward reaction prediction with 1.9M reactions from USPTO patents (1976-2016). Predict the product of the given reaction. (1) Given the reactants [C:1]([C:5]1[N:10]=[C:9]([N:11]2[CH2:16][CH2:15][N:14]([CH2:17][CH2:18][CH2:19][CH2:20][N:21]3C(=O)C4C(=CC=CC=4)C3=O)[CH2:13][CH2:12]2)[CH:8]=[C:7]([CH:32]2[CH2:35][CH2:34][CH2:33]2)[N:6]=1)([CH3:4])([CH3:3])[CH3:2].O.NN, predict the reaction product. The product is: [C:1]([C:5]1[N:10]=[C:9]([N:11]2[CH2:12][CH2:13][N:14]([CH2:17][CH2:18][CH2:19][CH2:20][NH2:21])[CH2:15][CH2:16]2)[CH:8]=[C:7]([CH:32]2[CH2:35][CH2:34][CH2:33]2)[N:6]=1)([CH3:4])([CH3:2])[CH3:3]. (2) Given the reactants [Cl:1][C:2]1[C:7]([CH:8]=O)=[C:6]([Cl:10])[N:5]=[C:4]([NH:11][C:12](=[O:18])[O:13][C:14]([CH3:17])([CH3:16])[CH3:15])[CH:3]=1.C([N:22](C(C)C)CC)(C)C.Cl.NO.ClC(Cl)(Cl)C#N, predict the reaction product. The product is: [Cl:1][C:2]1[C:7]([C:8]#[N:22])=[C:6]([Cl:10])[N:5]=[C:4]([NH:11][C:12](=[O:18])[O:13][C:14]([CH3:17])([CH3:16])[CH3:15])[CH:3]=1. (3) Given the reactants [CH3:1][N:2]1[CH2:27][CH2:26][C@:4]2([N:8]=[C:7]([C:9]3[CH:14]=[C:13]([C:15]4[CH:20]=[CH:19][CH:18]=[C:17]([O:21][C:22]([F:25])([F:24])[F:23])[CH:16]=4)[CH:12]=[CH:11][N:10]=3)[CH2:6][CH2:5]2)[C:3]1=[O:28].Cl.C(=O)([O-])[O-].[Na+].[Na+], predict the reaction product. The product is: [CH3:1][N:2]1[CH2:27][CH2:26][C@:4]2([NH:8][C@@H:7]([C:9]3[CH:14]=[C:13]([C:15]4[CH:20]=[CH:19][CH:18]=[C:17]([O:21][C:22]([F:24])([F:25])[F:23])[CH:16]=4)[CH:12]=[CH:11][N:10]=3)[CH2:6][CH2:5]2)[C:3]1=[O:28]. (4) The product is: [OH:10][CH2:9][CH2:8][CH2:7][CH2:6][O:5][C:4]1[CH:3]=[C:2]([C:20]2[CH:19]=[CH:18][CH:17]=[C:16]([CH:14]=[O:15])[CH:21]=2)[CH:13]=[CH:12][CH:11]=1. Given the reactants Br[C:2]1[CH:3]=[C:4]([CH:11]=[CH:12][CH:13]=1)[O:5][CH2:6][CH2:7][CH2:8][CH2:9][OH:10].[CH:14]([C:16]1[CH:17]=[C:18](B(O)O)[CH:19]=[CH:20][CH:21]=1)=[O:15], predict the reaction product. (5) Given the reactants [CH3:1][O:2][C:3]1[C:4](=[O:37])[C:5]([CH3:36])=[C:6]([CH2:12][C:13]2[CH:14]=[CH:15][C:16]([O:32]C(=O)C)=[C:17]([CH:31]=2)[C:18]([NH:20][C:21]2[CH:26]=[C:25]([O:27][CH3:28])[CH:24]=[CH:23][C:22]=2[O:29][CH3:30])=[O:19])[C:7](=[O:11])[C:8]=1[O:9][CH3:10].C(=O)([O-])O.[Na+], predict the reaction product. The product is: [CH3:1][O:2][C:3]1[C:4](=[O:37])[C:5]([CH3:36])=[C:6]([CH2:12][C:13]2[CH:14]=[CH:15][C:16]([OH:32])=[C:17]([CH:31]=2)[C:18]([NH:20][C:21]2[CH:26]=[C:25]([O:27][CH3:28])[CH:24]=[CH:23][C:22]=2[O:29][CH3:30])=[O:19])[C:7](=[O:11])[C:8]=1[O:9][CH3:10]. (6) Given the reactants Br[C:2]1[CH:8]=[C:7]([N+:9]([O-:11])=[O:10])[C:6]([F:12])=[CH:5][C:3]=1[NH2:4].C[C:14]([CH3:27])([C:25]#[CH:26])[C:15]([O:17][C:18](=[O:24])[C:19]([CH3:23])([CH3:22])[C:20]#[CH:21])=O.[CH3:28][CH2:29]N(CC)CC, predict the reaction product. The product is: [NH2:4][C:3]1[CH:5]=[C:6]([F:12])[C:7]([N+:9]([O-:11])=[O:10])=[CH:8][C:2]=1[C:21]#[C:20][C:19]([CH3:22])([CH3:23])[C:18]([O:17][CH2:15][C:14]1[CH:25]=[CH:26][CH:29]=[CH:28][CH:27]=1)=[O:24].